From a dataset of Forward reaction prediction with 1.9M reactions from USPTO patents (1976-2016). Predict the product of the given reaction. Given the reactants CO[C:3]([C:5]1[CH:13]=[C:12]2[C:8]([CH:9]=[C:10]([C:21]3[C:22]4[S:35][CH:34]=[CH:33][C:23]=4[N:24](C(OC(C)(C)C)=O)[N:25]=3)[N:11]2C(OC(C)(C)C)=O)=[CH:7][CH:6]=1)=[O:4].[CH2:36]([Mg]Br)[CH3:37].[O:40]1[CH2:44][CH2:43][CH2:42][CH2:41]1, predict the reaction product. The product is: [NH:24]1[C:23]2[CH:33]=[CH:34][S:35][C:22]=2[C:21]([C:10]2[NH:11][C:12]3[C:8]([CH:9]=2)=[CH:7][CH:6]=[C:5]([C:3]([OH:4])([CH2:36][CH3:37])[CH2:41][CH3:42])[CH:13]=3)=[N:25]1.[NH:24]1[C:44]2[CH:43]=[C:42]([CH2:41][OH:40])[S:35][C:22]=2[CH:21]=[N:25]1.